This data is from Forward reaction prediction with 1.9M reactions from USPTO patents (1976-2016). The task is: Predict the product of the given reaction. (1) Given the reactants [C:1]1([C:7]2[NH:11][C:10]([C:12]3[CH:13]=[C:14]4[C:19](=[CH:20][CH:21]=3)[CH:18]=[C:17]([O:22][CH2:23][C:24]3[CH:33]=[CH:32][C:27]([C:28]([O:30]C)=[O:29])=[CH:26][C:25]=3[C:34]([O:36]C)=[O:35])[CH:16]=[CH:15]4)=[CH:9][CH:8]=2)[CH:6]=[CH:5][CH:4]=[CH:3][CH:2]=1.[OH-].[Na+], predict the reaction product. The product is: [C:1]1([C:7]2[NH:11][C:10]([C:12]3[CH:13]=[C:14]4[C:19](=[CH:20][CH:21]=3)[CH:18]=[C:17]([O:22][CH2:23][C:24]3[CH:33]=[CH:32][C:27]([C:28]([OH:30])=[O:29])=[CH:26][C:25]=3[C:34]([OH:36])=[O:35])[CH:16]=[CH:15]4)=[CH:9][CH:8]=2)[CH:6]=[CH:5][CH:4]=[CH:3][CH:2]=1. (2) Given the reactants C(N[C:4]1[N:9]=[C:8]([C:10]2[O:14][N:13]=[C:12]([C:15]3[CH:26]=[C:25]([CH3:27])[C:18]([O:19][CH2:20][CH:21]([OH:24])[CH2:22][OH:23])=[C:17]([CH3:28])[CH:16]=3)[N:11]=2)[CH:7]=[C:6]([CH3:29])[N:5]=1)C.[CH:30]([O:33]C1N=C(C(O)=O)C=C(C)N=1)([CH3:32])[CH3:31], predict the reaction product. The product is: [CH:30]([O:33][C:4]1[N:9]=[C:8]([C:10]2[O:14][N:13]=[C:12]([C:15]3[CH:26]=[C:25]([CH3:27])[C:18]([O:19][CH2:20][CH:21]([OH:24])[CH2:22][OH:23])=[C:17]([CH3:28])[CH:16]=3)[N:11]=2)[CH:7]=[C:6]([CH3:29])[N:5]=1)([CH3:32])[CH3:31]. (3) Given the reactants [CH3:1][O:2][C:3]([C:5]1[N:6]([CH2:23][C:24]2[CH:32]=[CH:31][C:27]3[O:28][CH2:29][O:30][C:26]=3[CH:25]=2)[C:7](=[O:22])[C:8]2[C:13]([C:14]=1[C:15]1[CH:20]=[CH:19][CH:18]=[CH:17][CH:16]=1)=[CH:12][C:11](Br)=[CH:10][CH:9]=2)=[O:4].[S:33]1[CH:37]=[CH:36][C:35](B(O)O)=[CH:34]1.C1(C)C=CC=CC=1.C(=O)([O-])[O-].[Na+].[Na+], predict the reaction product. The product is: [CH3:1][O:2][C:3]([C:5]1[N:6]([CH2:23][C:24]2[CH:32]=[CH:31][C:27]3[O:28][CH2:29][O:30][C:26]=3[CH:25]=2)[C:7](=[O:22])[C:8]2[C:13]([C:14]=1[C:15]1[CH:20]=[CH:19][CH:18]=[CH:17][CH:16]=1)=[CH:12][C:11]([C:35]1[CH:36]=[CH:37][S:33][CH:34]=1)=[CH:10][CH:9]=2)=[O:4].